Dataset: Forward reaction prediction with 1.9M reactions from USPTO patents (1976-2016). Task: Predict the product of the given reaction. (1) Given the reactants [CH:1]1([C:4]([OH:6])=[O:5])[CH2:3][CH2:2]1.O.[C:8](=[O:15])([S:12][CH2:13][CH3:14])[O:9][CH2:10]I, predict the reaction product. The product is: [CH2:13]([S:12][C:8]([O:9][CH2:10][O:5][C:4]([CH:1]1[CH2:3][CH2:2]1)=[O:6])=[O:15])[CH3:14]. (2) Given the reactants [C:1]1([CH2:7][CH2:8][NH:9][C:10]2[CH:17]=[CH:16][C:13]([C:14]#[N:15])=[C:12]([C:18]([F:21])([F:20])[F:19])[CH:11]=2)[CH:6]=[CH:5][CH:4]=[CH:3][CH:2]=1.I[CH2:23][CH2:24][CH3:25], predict the reaction product. The product is: [C:1]1([CH2:7][CH2:8][N:9]([CH2:23][CH2:24][CH3:25])[C:10]2[CH:17]=[CH:16][C:13]([C:14]#[N:15])=[C:12]([C:18]([F:19])([F:20])[F:21])[CH:11]=2)[CH:6]=[CH:5][CH:4]=[CH:3][CH:2]=1.